This data is from Full USPTO retrosynthesis dataset with 1.9M reactions from patents (1976-2016). The task is: Predict the reactants needed to synthesize the given product. (1) Given the product [CH3:40][O:41][C:42]1[CH:50]=[CH:49][CH:48]=[CH:47][C:43]=1[C:44]([NH:25][CH2:26][CH:27]1[CH2:32][CH2:31][CH2:30][N:29]([C:33]([O:35][C:36]([CH3:39])([CH3:38])[CH3:37])=[O:34])[CH2:28]1)=[O:45], predict the reactants needed to synthesize it. The reactants are: CN(C(ON1N=NC2C=CC=NC1=2)=[N+](C)C)C.F[P-](F)(F)(F)(F)F.[NH2:25][CH2:26][CH:27]1[CH2:32][CH2:31][CH2:30][N:29]([C:33]([O:35][C:36]([CH3:39])([CH3:38])[CH3:37])=[O:34])[CH2:28]1.[CH3:40][O:41][C:42]1[CH:50]=[CH:49][CH:48]=[CH:47][C:43]=1[C:44](O)=[O:45].C(N(C(C)C)CC)(C)C. (2) Given the product [CH3:1][O:2][P:3]([C:7]1[CH:8]=[C:9](/[CH:13]=[CH:14]/[C:15]([OH:17])=[O:16])[CH:10]=[CH:11][CH:12]=1)([O:5][CH3:6])=[O:4], predict the reactants needed to synthesize it. The reactants are: [CH3:1][O:2][P:3]([C:7]1[CH:8]=[C:9](/[CH:13]=[CH:14]/[C:15]([O:17]C(C)(C)C)=[O:16])[CH:10]=[CH:11][CH:12]=1)([O:5][CH3:6])=[O:4].C(O)(C(F)(F)F)=O. (3) Given the product [ClH:11].[NH2:5][CH2:4][C:3]1[CH:6]=[CH:7][C:8]([OH:10])=[CH:9][C:2]=1[F:1], predict the reactants needed to synthesize it. The reactants are: [F:1][C:2]1[CH:9]=[C:8]([OH:10])[CH:7]=[CH:6][C:3]=1[C:4]#[N:5].[ClH:11]. (4) Given the product [CH2:1]([O:8][C:9]1[C:17]([F:18])=[CH:16][C:15]([Br:19])=[C:14]2[C:10]=1[CH:11]=[CH:12][N:13]2[CH3:22])[C:2]1[CH:3]=[CH:4][CH:5]=[CH:6][CH:7]=1, predict the reactants needed to synthesize it. The reactants are: [CH2:1]([O:8][C:9]1[C:17]([F:18])=[CH:16][C:15]([Br:19])=[C:14]2[C:10]=1[CH:11]=[CH:12][NH:13]2)[C:2]1[CH:7]=[CH:6][CH:5]=[CH:4][CH:3]=1.[OH-].[K+].[CH3:22]I.O. (5) Given the product [ClH:33].[F:1][C:2]1[CH:7]=[CH:6][C:5]([N:8]2[C:17]3[C:12](=[CH:13][C:14]([O:18][CH:19]4[CH2:20][CH2:21][NH:22][CH2:23][CH2:24]4)=[CH:15][CH:16]=3)[CH2:11][CH2:10][C:9]2=[O:32])=[CH:4][CH:3]=1, predict the reactants needed to synthesize it. The reactants are: [F:1][C:2]1[CH:7]=[CH:6][C:5]([N:8]2[C:17]3[C:12](=[CH:13][C:14]([O:18][CH:19]4[CH2:24][CH2:23][N:22](C(OC(C)(C)C)=O)[CH2:21][CH2:20]4)=[CH:15][CH:16]=3)[CH2:11][CH2:10][C:9]2=[O:32])=[CH:4][CH:3]=1.[ClH:33]. (6) The reactants are: [CH3:1][C:2]([C@H:4]1[C@@H:8]2[C@@H:9]3[C@@:22]([CH3:25])([CH2:23][CH2:24][C@@:7]2([C:31]([OH:33])=[O:32])[CH2:6][CH2:5]1)[C@@:21]1([CH3:26])[C@@H:12]([C@:13]2([CH3:30])[C@@H:18]([CH2:19][CH2:20]1)[C:17]([CH3:28])([CH3:27])[C@@H:16]([OH:29])[CH2:15][CH2:14]2)[CH2:11][CH2:10]3)=[CH2:3].[O:34](C(C)=O)[C:35]([CH3:37])=O. Given the product [CH3:3][C:2]([CH:4]1[CH:8]2[CH:9]3[C:22]([CH3:25])([CH2:23][CH2:24][C:7]2([C:31]([OH:33])=[O:32])[CH2:6][CH2:5]1)[C:21]1([CH3:26])[CH:12]([C:13]2([CH3:30])[CH:18]([CH2:19][CH2:20]1)[C:17]([CH3:27])([CH3:28])[CH:16]([O:29][C:35]([CH3:37])=[O:34])[CH2:15][CH2:14]2)[CH2:11][CH2:10]3)=[CH2:1], predict the reactants needed to synthesize it. (7) Given the product [O:1]=[C:2]([CH2:25][NH:26][S:27]([C:30]1[CH:35]=[CH:34][CH:33]=[CH:32][N:31]=1)(=[O:29])=[O:28])[CH2:3][NH:4][C:5](=[O:24])[O:6][C@H:7]([CH2:12][N:13]1[C:17]2[CH:18]=[C:19]([Cl:23])[C:20]([Cl:22])=[CH:21][C:16]=2[N:15]=[CH:14]1)[C:8]([CH3:10])([CH3:9])[CH3:11], predict the reactants needed to synthesize it. The reactants are: [OH:1][C@H:2]([CH2:25][NH:26][S:27]([C:30]1[CH:35]=[CH:34][CH:33]=[CH:32][N:31]=1)(=[O:29])=[O:28])[CH2:3][NH:4][C:5](=[O:24])[O:6][C@H:7]([CH2:12][N:13]1[C:17]2[CH:18]=[C:19]([Cl:23])[C:20]([Cl:22])=[CH:21][C:16]=2[N:15]=[CH:14]1)[C:8]([CH3:11])([CH3:10])[CH3:9].O[C@@H](CNS(C1C=CC=CN=1)(=O)=O)CNC(=O)O[C@H](CN1C2C=C(Cl)C(Cl)=CC=2N=C1)C(C)(C)C.CC(OI1(OC(C)=O)(OC(C)=O)OC(=O)C2C=CC=CC1=2)=O.S([O-])([O-])(=O)=S.[Na+].[Na+].C(=O)(O)[O-].[Na+].